From a dataset of Catalyst prediction with 721,799 reactions and 888 catalyst types from USPTO. Predict which catalyst facilitates the given reaction. (1) Reactant: C(OC(=O)[NH:7][C@H:8]1[CH2:13][CH2:12][C@H:11]([C:14](=[O:19])[NH:15][CH:16]([CH3:18])[CH3:17])[CH2:10][CH2:9]1)(C)(C)C.C(O)(C(F)(F)F)=O. Product: [CH:16]([NH:15][C:14]([C@H:11]1[CH2:10][CH2:9][C@H:8]([NH2:7])[CH2:13][CH2:12]1)=[O:19])([CH3:18])[CH3:17]. The catalyst class is: 2. (2) Reactant: [CH3:1][O:2][C:3]1[C:8]([CH2:9][N:10]2[CH2:15][CH2:14][C:13]([CH2:21][CH2:22][C:23]3[CH:28]=[CH:27][CH:26]=[CH:25][CH:24]=3)([C:16](OCC)=[O:17])[CH2:12][CH2:11]2)=[CH:7][CH:6]=[CH:5][N:4]=1.[H-].C([Al+]CC(C)C)C(C)C.O.O.O.O.C(C(C(C([O-])=O)O)O)([O-])=O.[Na+].[K+].C(OCC)(=O)C. Product: [CH3:1][O:2][C:3]1[C:8]([CH2:9][N:10]2[CH2:11][CH2:12][C:13]([CH2:21][CH2:22][C:23]3[CH:24]=[CH:25][CH:26]=[CH:27][CH:28]=3)([CH2:16][OH:17])[CH2:14][CH2:15]2)=[CH:7][CH:6]=[CH:5][N:4]=1. The catalyst class is: 27. (3) Reactant: [NH2:1][CH:2]1[CH2:7][CH2:6][CH2:5][N:4]([C:8]([O:10][C:11]([CH3:14])([CH3:13])[CH3:12])=[O:9])[CH2:3]1.C(N(CC)CC)C.Br[C:23]([C:31]1[CH:36]=[CH:35][CH:34]=[CH:33][CH:32]=1)=[C:24]([N+:29]#[C-:30])[C:25]([O:27][CH3:28])=[O:26].C1CCN2C(=NCCC2)CC1. Product: [CH3:28][O:27][C:25]([C:24]1[N:29]=[CH:30][N:1]([CH:2]2[CH2:7][CH2:6][CH2:5][N:4]([C:8]([O:10][C:11]([CH3:14])([CH3:13])[CH3:12])=[O:9])[CH2:3]2)[C:23]=1[C:31]1[CH:36]=[CH:35][CH:34]=[CH:33][CH:32]=1)=[O:26]. The catalyst class is: 3. (4) Reactant: [Br:1][C:2]1[CH:9]=[CH:8][C:5]([CH:6]=O)=[CH:4][CH:3]=1.[C:10]([O:17][CH3:18])(=[O:16])C[C:10]([O:17][CH3:18])=[O:16].[C:19]([OH:22])(=[O:21])[CH3:20].N1CCC[CH2:25][CH2:24]1.[C:29]1(C)C=CC=CC=1. Product: [CH2:24]([O:21][C:19](=[O:22])[C:20](=[CH:6][C:5]1[CH:8]=[CH:9][C:2]([Br:1])=[CH:3][CH:4]=1)[C:10]([O:17][CH2:18][CH3:29])=[O:16])[CH3:25]. The catalyst class is: 6. (5) Reactant: [CH3:1][O:2][C:3](=[O:30])[C@H:4]([CH2:20][C:21]1[CH:26]=[CH:25][C:24]([N+:27]([O-])=O)=[CH:23][CH:22]=1)[NH:5][C:6]([C:8]1([CH2:13][C:14]2[CH:19]=[CH:18][CH:17]=[CH:16][CH:15]=2)[CH2:12][CH2:11][CH2:10][CH2:9]1)=[O:7]. Product: [CH3:1][O:2][C:3](=[O:30])[C@H:4]([CH2:20][C:21]1[CH:26]=[CH:25][C:24]([NH2:27])=[CH:23][CH:22]=1)[NH:5][C:6]([C:8]1([CH2:13][C:14]2[CH:19]=[CH:18][CH:17]=[CH:16][CH:15]=2)[CH2:12][CH2:11][CH2:10][CH2:9]1)=[O:7]. The catalyst class is: 8. (6) Reactant: ON1C2C=CC=CC=2N=N1.CCN=C=NCCCN(C)C.[CH3:22][C:23]1[CH:24]=[C:25]([NH:37][C:38]2[C:47]3[C:42](=[CH:43][CH:44]=[CH:45][C:46]=3[O:48][C@@H:49]([CH3:53])[C:50](O)=[O:51])[N:41]=[CH:40][N:39]=2)[CH:26]=[CH:27][C:28]=1[O:29][C:30]1[CH:31]=[N:32][C:33]([CH3:36])=[CH:34][CH:35]=1.[NH:54]1[CH2:59][CH2:58][O:57][CH2:56][CH2:55]1. Product: [CH3:22][C:23]1[CH:24]=[C:25]([NH:37][C:38]2[C:47]3[C:42](=[CH:43][CH:44]=[CH:45][C:46]=3[O:48][C@@H:49]([CH3:53])[C:50]([N:54]3[CH2:59][CH2:58][O:57][CH2:56][CH2:55]3)=[O:51])[N:41]=[CH:40][N:39]=2)[CH:26]=[CH:27][C:28]=1[O:29][C:30]1[CH:31]=[N:32][C:33]([CH3:36])=[CH:34][CH:35]=1. The catalyst class is: 3.